Dataset: Full USPTO retrosynthesis dataset with 1.9M reactions from patents (1976-2016). Task: Predict the reactants needed to synthesize the given product. (1) Given the product [Cl:26][CH2:27][CH2:28][O:29][CH2:30][C:31]([NH:1][C:2]1[CH:3]=[CH:4][C:5]([N:9]2[C:13](=[O:14])[CH2:12][C@@H:11]([NH:15][C:16](=[O:25])[O:17][CH2:18][C:19]3[CH:20]=[CH:21][CH:22]=[CH:23][CH:24]=3)[CH2:10]2)=[N:6][C:7]=1[CH3:8])=[O:32], predict the reactants needed to synthesize it. The reactants are: [NH2:1][C:2]1[CH:3]=[CH:4][C:5]([N:9]2[C:13](=[O:14])[CH2:12][C@@H:11]([NH:15][C:16](=[O:25])[O:17][CH2:18][C:19]3[CH:24]=[CH:23][CH:22]=[CH:21][CH:20]=3)[CH2:10]2)=[N:6][C:7]=1[CH3:8].[Cl:26][CH2:27][CH2:28][O:29][CH2:30][C:31](Cl)=[O:32].C(N(CC)CC)C.O. (2) Given the product [N:1]1([CH2:8][CH2:9][N:10]2[CH2:15][CH2:14][CH:13]([NH:16][C:17]([C:19]3[NH:20][C:21]4[C:26]([CH:27]=3)=[C:25]([C:34]3[CH:35]=[N:36][C:31]([O:30][CH3:29])=[CH:32][CH:33]=3)[CH:24]=[CH:23][CH:22]=4)=[O:18])[CH2:12][CH2:11]2)[CH2:7][CH2:6][CH2:5][CH2:4][CH2:3][CH2:2]1, predict the reactants needed to synthesize it. The reactants are: [N:1]1([CH2:8][CH2:9][N:10]2[CH2:15][CH2:14][CH:13]([NH:16][C:17]([C:19]3[NH:20][C:21]4[C:26]([CH:27]=3)=[C:25](Br)[CH:24]=[CH:23][CH:22]=4)=[O:18])[CH2:12][CH2:11]2)[CH2:7][CH2:6][CH2:5][CH2:4][CH2:3][CH2:2]1.[CH3:29][O:30][C:31]1[N:36]=[CH:35][C:34](B(O)O)=[CH:33][CH:32]=1. (3) Given the product [Br:1][C:2]1[CH:3]=[C:4]([CH:5]=[C:6]([F:8])[CH:7]=1)[NH2:9], predict the reactants needed to synthesize it. The reactants are: [Br:1][C:2]1[CH:3]=[C:4]([NH:9]C(=O)C)[CH:5]=[C:6]([F:8])[CH:7]=1.Cl.[OH-].[Na+]. (4) Given the product [O:3]1[C:8]2=[CH:9][CH:10]=[CH:11][C:7]2=[CH:6][C:5]([CH:12]2[CH2:17][CH2:16][CH2:15][CH2:14][N:13]2[CH2:18][CH2:19][C@H:20]2[CH2:21][CH2:22][C@H:23]([NH:26][C:33]([C:31]3[O:30][N:29]=[C:28]([CH3:27])[CH:32]=3)=[O:34])[CH2:24][CH2:25]2)=[CH:4]1, predict the reactants needed to synthesize it. The reactants are: Cl.Cl.[O:3]1[C:8]2=[CH:9][CH:10]=[CH:11][C:7]2=[CH:6][C:5]([CH:12]2[CH2:17][CH2:16][CH2:15][CH2:14][N:13]2[CH2:18][CH2:19][C@H:20]2[CH2:25][CH2:24][C@H:23]([NH2:26])[CH2:22][CH2:21]2)=[CH:4]1.[CH3:27][C:28]1[CH:32]=[C:31]([C:33](O)=[O:34])[O:30][N:29]=1. (5) Given the product [Cl:1][C:2]1[CH:8]=[C:7]([O:9][C:10]2[C:19]3[C:14](=[CH:15][C:16]([O:22][CH3:23])=[C:17]([O:20][CH3:21])[CH:18]=3)[N:13]=[CH:12][N:11]=2)[CH:6]=[CH:5][C:3]=1[NH:4][C:25]([NH:36][C:37]1[CH:42]=[CH:41][C:40]([Cl:43])=[CH:39][N:38]=1)=[O:27], predict the reactants needed to synthesize it. The reactants are: [Cl:1][C:2]1[CH:8]=[C:7]([O:9][C:10]2[C:19]3[C:14](=[CH:15][C:16]([O:22][CH3:23])=[C:17]([O:20][CH3:21])[CH:18]=3)[N:13]=[CH:12][N:11]=2)[CH:6]=[CH:5][C:3]=1[NH2:4].Cl[C:25](Cl)([O:27]C(=O)OC(Cl)(Cl)Cl)Cl.[NH2:36][C:37]1[CH:42]=[CH:41][C:40]([Cl:43])=[CH:39][N:38]=1.C(=O)([O-])O.[Na+]. (6) Given the product [Cl:1][C:2]1[CH:7]=[CH:6][C:5]([CH:8]([C:26]2[CH:27]=[CH:28][C:29]([Cl:32])=[CH:30][CH:31]=2)[C:9]2[CH:10]=[C:11]3[C:16](=[CH:17][CH:18]=2)[N:15]=[CH:14][N:13]=[C:12]3[NH:19][CH:20]2[CH2:21][CH2:22][N:23]([S:45]([N:40]3[CH2:44][CH2:43][CH2:42][CH2:41]3)(=[O:47])=[O:46])[CH2:24][CH2:25]2)=[CH:4][CH:3]=1, predict the reactants needed to synthesize it. The reactants are: [Cl:1][C:2]1[CH:7]=[CH:6][C:5]([CH:8]([C:26]2[CH:31]=[CH:30][C:29]([Cl:32])=[CH:28][CH:27]=2)[C:9]2[CH:10]=[C:11]3[C:16](=[CH:17][CH:18]=2)[N:15]=[CH:14][N:13]=[C:12]3[NH:19][CH:20]2[CH2:25][CH2:24][NH:23][CH2:22][CH2:21]2)=[CH:4][CH:3]=1.C(N(CC)CC)C.[N:40]1([S:45](Cl)(=[O:47])=[O:46])[CH2:44][CH2:43][CH2:42][CH2:41]1. (7) Given the product [S:8]=[C:7]1[NH:9][C:10](=[O:14])[N:1]2[N:2]=[CH:3][CH:4]=[C:5]2[NH:6]1, predict the reactants needed to synthesize it. The reactants are: [NH:1]1[C:5]([NH:6][C:7]([NH:9][C:10](=[O:14])OCC)=[S:8])=[CH:4][CH:3]=[N:2]1.[OH-].[Na+]. (8) Given the product [N:1]1[CH:2]=[CH:3][N:4]2[CH:9]=[CH:8][C:7]([CH2:10][NH:11][C:12]([C:14]3[S:15][C:16]([C:19]4[CH:20]=[N:21][N:22]([CH2:24][C:25]5([CH3:31])[CH2:30][CH2:29][N:28]([C:46](=[O:48])[CH2:45][CH2:44][NH:43][C:41](=[O:42])[CH2:40][S:62][CH2:61][C@@H:57]([C:58]([OH:60])=[O:59])[NH2:56])[CH2:27][CH2:26]5)[CH:23]=4)=[CH:17][CH:18]=3)=[O:13])=[CH:6][C:5]=12, predict the reactants needed to synthesize it. The reactants are: [N:1]1[CH:2]=[CH:3][N:4]2[CH:9]=[CH:8][C:7]([CH2:10][NH:11][C:12]([C:14]3[S:15][C:16]([C:19]4[CH:20]=[N:21][N:22]([CH2:24][C:25]5([CH3:31])[CH2:30][CH2:29][NH:28][CH2:27][CH2:26]5)[CH:23]=4)=[CH:17][CH:18]=3)=[O:13])=[CH:6][C:5]=12.CN1CCOCC1.Br[CH2:40][C:41]([NH:43][CH2:44][CH2:45][C:46]([O:48]N1C(=O)CCC1=O)=O)=[O:42].[NH2:56][C@@H:57]([CH2:61][SH:62])[C:58]([OH:60])=[O:59]. (9) Given the product [C:16]([NH:20][C:2]1[CH:7]=[C:6]([F:8])[N:5]=[C:4]([NH2:9])[N:3]=1)([CH3:19])([CH3:18])[CH3:17], predict the reactants needed to synthesize it. The reactants are: F[C:2]1[CH:7]=[C:6]([F:8])[N:5]=[C:4]([NH2:9])[N:3]=1.C(=O)([O-])[O-].[K+].[K+].[C:16]([NH2:20])([CH3:19])([CH3:18])[CH3:17]. (10) The reactants are: [CH:1]1([N:9]2[C:12](=[O:13])[C:11]([CH3:15])([CH3:14])[NH:10]2)[CH2:8][CH2:7][CH2:6][CH2:5][CH2:4][CH2:3][CH2:2]1.[Cl:16][C:17]1[CH:18]=[C:19]([CH:23]=[CH:24][CH:25]=1)[C:20](Cl)=[O:21]. Given the product [Cl:16][C:17]1[CH:18]=[C:19]([C:20]([N:10]2[C:11]([CH3:15])([CH3:14])[C:12](=[O:13])[N:9]2[CH:1]2[CH2:8][CH2:7][CH2:6][CH2:5][CH2:4][CH2:3][CH2:2]2)=[O:21])[CH:23]=[CH:24][CH:25]=1, predict the reactants needed to synthesize it.